Dataset: NCI-60 drug combinations with 297,098 pairs across 59 cell lines. Task: Regression. Given two drug SMILES strings and cell line genomic features, predict the synergy score measuring deviation from expected non-interaction effect. (1) Drug 1: C1C(C(OC1N2C=NC3=C(N=C(N=C32)Cl)N)CO)O. Drug 2: COC1=NC(=NC2=C1N=CN2C3C(C(C(O3)CO)O)O)N. Cell line: NCI-H226. Synergy scores: CSS=2.20, Synergy_ZIP=3.75, Synergy_Bliss=11.5, Synergy_Loewe=9.89, Synergy_HSA=9.93. (2) Cell line: NCIH23. Drug 1: CC1=C(C=C(C=C1)C(=O)NC2=CC(=CC(=C2)C(F)(F)F)N3C=C(N=C3)C)NC4=NC=CC(=N4)C5=CN=CC=C5. Drug 2: CC1=C2C(C(=O)C3(C(CC4C(C3C(C(C2(C)C)(CC1OC(=O)C(C(C5=CC=CC=C5)NC(=O)C6=CC=CC=C6)O)O)OC(=O)C7=CC=CC=C7)(CO4)OC(=O)C)O)C)OC(=O)C. Synergy scores: CSS=56.6, Synergy_ZIP=0.919, Synergy_Bliss=3.29, Synergy_Loewe=-29.0, Synergy_HSA=2.51. (3) Drug 1: CC1CCC2CC(C(=CC=CC=CC(CC(C(=O)C(C(C(=CC(C(=O)CC(OC(=O)C3CCCCN3C(=O)C(=O)C1(O2)O)C(C)CC4CCC(C(C4)OC)O)C)C)O)OC)C)C)C)OC. Drug 2: CNC(=O)C1=NC=CC(=C1)OC2=CC=C(C=C2)NC(=O)NC3=CC(=C(C=C3)Cl)C(F)(F)F. Cell line: IGROV1. Synergy scores: CSS=14.9, Synergy_ZIP=-6.88, Synergy_Bliss=-1.51, Synergy_Loewe=-27.4, Synergy_HSA=-1.91. (4) Drug 1: CC1C(C(=O)NC(C(=O)N2CCCC2C(=O)N(CC(=O)N(C(C(=O)O1)C(C)C)C)C)C(C)C)NC(=O)C3=C4C(=C(C=C3)C)OC5=C(C(=O)C(=C(C5=N4)C(=O)NC6C(OC(=O)C(N(C(=O)CN(C(=O)C7CCCN7C(=O)C(NC6=O)C(C)C)C)C)C(C)C)C)N)C. Drug 2: CC(C)CN1C=NC2=C1C3=CC=CC=C3N=C2N. Cell line: CAKI-1. Synergy scores: CSS=31.1, Synergy_ZIP=-2.98, Synergy_Bliss=-1.27, Synergy_Loewe=-10.2, Synergy_HSA=-0.331. (5) Drug 1: C1CCN(CC1)CCOC2=CC=C(C=C2)C(=O)C3=C(SC4=C3C=CC(=C4)O)C5=CC=C(C=C5)O. Drug 2: CCC(=C(C1=CC=CC=C1)C2=CC=C(C=C2)OCCN(C)C)C3=CC=CC=C3.C(C(=O)O)C(CC(=O)O)(C(=O)O)O. Cell line: NCI-H226. Synergy scores: CSS=-3.97, Synergy_ZIP=4.44, Synergy_Bliss=2.14, Synergy_Loewe=-2.37, Synergy_HSA=-3.92.